Dataset: Full USPTO retrosynthesis dataset with 1.9M reactions from patents (1976-2016). Task: Predict the reactants needed to synthesize the given product. (1) The reactants are: Cl[CH2:2][C:3]([N:5]([CH2:19][C:20]1[CH:25]=[CH:24][CH:23]=[C:22]([Cl:26])[C:21]=1[CH3:27])[C:6]1[N:7]=[C:8]([N:13]2[CH2:18][CH2:17][O:16][CH2:15][CH2:14]2)[S:9][C:10]=1[C:11]#[N:12])=[O:4].[N-:28]=[N+:29]=[N-:30].[Na+]. Given the product [N:28]([CH2:2][C:3]([N:5]([CH2:19][C:20]1[CH:25]=[CH:24][CH:23]=[C:22]([Cl:26])[C:21]=1[CH3:27])[C:6]1[N:7]=[C:8]([N:13]2[CH2:14][CH2:15][O:16][CH2:17][CH2:18]2)[S:9][C:10]=1[C:11]#[N:12])=[O:4])=[N+:29]=[N-:30], predict the reactants needed to synthesize it. (2) Given the product [C:4]1([CH2:18][C:19]([OH:21])=[O:20])[CH:5]=[CH:6][CH:7]=[CH:2][CH:3]=1, predict the reactants needed to synthesize it. The reactants are: Cl[C:2]1[CH:3]=[C:4]([CH2:18][C:19]([O:21]C)=[O:20])[CH:5]=[CH:6][C:7]=1NC(NC1C=CC=CC=1)=O.[OH-].[Na+]. (3) Given the product [CH3:30][N:29]1[C:22]2[N:23]([C:24](=[O:26])[N:25]=[C:20]([O:18][CH2:17][C:15]3[CH:14]=[CH:13][C:3]([O:4][C:5]4[CH:6]=[N:7][CH:8]=[C:9]([CH:12]=4)[C:10]#[N:11])=[C:2]([F:1])[CH:16]=3)[CH:21]=2)[CH2:27][C@@H:28]1[CH3:31], predict the reactants needed to synthesize it. The reactants are: [F:1][C:2]1[CH:16]=[C:15]([CH2:17][OH:18])[CH:14]=[CH:13][C:3]=1[O:4][C:5]1[CH:6]=[N:7][CH:8]=[C:9]([CH:12]=1)[C:10]#[N:11].Cl[C:20]1[CH:21]=[C:22]2[N:29]([CH3:30])[C@@H:28]([CH3:31])[CH2:27][N:23]2[C:24](=[O:26])[N:25]=1. (4) Given the product [F:45][C@@H:43]1[CH2:42][N:41]([C:46]([O:48][C:49]([CH3:52])([CH3:51])[CH3:50])=[O:47])[C@H:40]([C:38]2[NH:30][C:29](=[O:31])[C:32]3[O:33][C:34]4[CH:56]=[CH:55][C:54]([O:57][CH3:58])=[CH:53][C:35]=4[C:36]=3[N:37]=2)[CH2:44]1, predict the reactants needed to synthesize it. The reactants are: BrC1C=CC2OC3C(=O)NC(C4CCN(C(OC(C)(C)C)=O)CC4)=NC=3C=2C=1.[C:29]([C:32]1[O:33][C:34]2[CH:56]=[CH:55][C:54]([O:57][CH3:58])=[CH:53][C:35]=2[C:36]=1[NH:37][C:38]([C@@H:40]1[CH2:44][C@H:43]([F:45])[CH2:42][N:41]1[C:46]([O:48][C:49]([CH3:52])([CH3:51])[CH3:50])=[O:47])=O)(=[O:31])[NH2:30].BrC1C=CC2OC(C(=O)N)=C(NC(C3CCN(C(OC(C)(C)C)=O)CC3)=O)C=2C=1. (5) Given the product [N:5]1[C:6]2[CH:7]=[C:8]([C:13]([O:15][CH3:16])=[O:14])[N:9]=[CH:10][C:11]=2[NH:12][N:1]=1, predict the reactants needed to synthesize it. The reactants are: [N:1]([O-])=O.[Na+].[NH2:5][C:6]1[C:11]([NH2:12])=[CH:10][N:9]=[C:8]([C:13]([O:15][CH3:16])=[O:14])[CH:7]=1.